This data is from Forward reaction prediction with 1.9M reactions from USPTO patents (1976-2016). The task is: Predict the product of the given reaction. Given the reactants [I:1]Cl.[N-:3]=[N+:4]=[N-:5].[Na+].[OH:7][CH2:8][CH2:9][O:10][CH2:11][N:12]1[CH:19]=[C:18]([CH:20]=[CH2:21])[C:16](=[O:17])[NH:15][C:13]1=[O:14], predict the reaction product. The product is: [OH:7][CH2:8][CH2:9][O:10][CH2:11][N:12]1[CH:19]=[C:18]([CH:20]([N:3]=[N+:4]=[N-:5])[CH2:21][I:1])[C:16](=[O:17])[NH:15][C:13]1=[O:14].